From a dataset of Forward reaction prediction with 1.9M reactions from USPTO patents (1976-2016). Predict the product of the given reaction. Given the reactants [CH:1]1([CH2:6][CH:7]([C:11]2[CH:16]=[CH:15][C:14]([O:17][C:18]3[CH:23]=[CH:22][CH:21]=[CH:20][CH:19]=3)=[CH:13][CH:12]=2)[C:8]([NH2:10])=[O:9])[CH2:5][CH2:4][CH2:3][CH2:2]1.[CH3:24][N:25]=[C:26]=[O:27], predict the reaction product. The product is: [CH:1]1([CH2:6][CH:7]([C:11]2[CH:12]=[CH:13][C:14]([O:17][C:18]3[CH:23]=[CH:22][CH:21]=[CH:20][CH:19]=3)=[CH:15][CH:16]=2)[C:8]([NH:10][C:26]([NH:25][CH3:24])=[O:27])=[O:9])[CH2:5][CH2:4][CH2:3][CH2:2]1.